From a dataset of Forward reaction prediction with 1.9M reactions from USPTO patents (1976-2016). Predict the product of the given reaction. The product is: [Cl:25][C:20]1[CH:21]=[CH:22][CH:23]=[CH:24][C:19]=1[O:18][CH2:17][CH:16]([OH:26])[CH2:15][NH:14][CH:11]1[CH2:10][CH2:9][NH:8][CH2:13][CH2:12]1. Given the reactants C(OC([N:8]1[CH2:13][CH2:12][CH:11]([NH:14][CH2:15][CH:16]([OH:26])[CH2:17][O:18][C:19]2[CH:24]=[CH:23][CH:22]=[CH:21][C:20]=2[Cl:25])[CH2:10][CH2:9]1)=O)(C)(C)C.Cl.[OH-].[Na+], predict the reaction product.